Dataset: Reaction yield outcomes from USPTO patents with 853,638 reactions. Task: Predict the reaction yield, written as a fraction of the theoretical maximum amount of product (1.0 means a 100% yield; for example, 0.34 means a 34% yield). (1) The reactants are [Cl:1][C:2]1[CH:3]=[C:4]2[C:9](=[CH:10][C:11]=1[C:12]1[C:20]([CH3:21])=[CH:19][CH:18]=[C:17]3[C:13]=1[CH:14]=[N:15][NH:16]3)[N:8]=[N:7][CH:6]=[C:5]2[N:22]1[CH2:27][CH2:26][N:25]([C:28]([O-])=[O:29])[CH2:24][CH2:23]1.[CH3:31][CH2:32]N(CC)CC.C(Cl)(=O)C=C. The catalyst is Cl.CO. The product is [Cl:1][C:2]1[CH:3]=[C:4]2[C:9](=[CH:10][C:11]=1[C:12]1[C:20]([CH3:21])=[CH:19][CH:18]=[C:17]3[C:13]=1[CH:14]=[N:15][NH:16]3)[N:8]=[N:7][CH:6]=[C:5]2[N:22]1[CH2:27][CH2:26][N:25]([C:28](=[O:29])[CH:31]=[CH2:32])[CH2:24][CH2:23]1. The yield is 0.100. (2) The reactants are [C:1]1([NH2:7])[CH:6]=[CH:5][CH:4]=[CH:3][CH:2]=1.[C:8]1([C:14]#[C:15][C:16](O)=[O:17])[CH:13]=[CH:12][CH:11]=[CH:10][CH:9]=1.C1(N=C=NC2CCCCC2)CCCCC1.O. The catalyst is ClCCl. The product is [C:1]1([NH:7][C:16](=[O:17])[C:15]#[C:14][C:8]2[CH:13]=[CH:12][CH:11]=[CH:10][CH:9]=2)[CH:6]=[CH:5][CH:4]=[CH:3][CH:2]=1. The yield is 0.620. (3) The catalyst is C=O. The product is [CH3:12][N:1]1[CH2:11][CH2:10][CH2:9][C@@H:3]([C:4]([O:6][CH2:7][CH3:8])=[O:5])[CH2:2]1. The yield is 0.730. The reactants are [NH:1]1[CH2:11][CH2:10][CH2:9][C@@H:3]([C:4]([O:6][CH2:7][CH3:8])=[O:5])[CH2:2]1.[CH:12](O)=O.C(=O)([O-])O.[Na+].[OH-].[Na+]. (4) The reactants are [N:1]1([CH2:7][CH2:8][O:9][C:10]2[CH:15]=[CH:14][C:13]([OH:16])=[CH:12][CH:11]=2)[CH2:6][CH2:5][CH2:4][CH2:3][CH2:2]1.C(OC1C=CC(OCC[N:32]2C[CH2:36][CH2:35][CH2:34][CH2:33]2)=CC=1)C1C=CC=CC=1.C(O)C.[C:43]([O:46][CH2:47][CH3:48])(=O)C. The catalyst is [Pd]. The product is [N:1]1([CH2:7][CH2:8][O:9][C:10]2[CH:11]=[CH:12][C:13]([O:16][C:43]3[O:46][C:47]4[CH:48]=[CH:36][CH:35]=[CH:34][C:33]=4[N:32]=3)=[CH:14][CH:15]=2)[CH2:2][CH2:3][CH2:4][CH2:5][CH2:6]1. The yield is 0.880.